This data is from Full USPTO retrosynthesis dataset with 1.9M reactions from patents (1976-2016). The task is: Predict the reactants needed to synthesize the given product. (1) The reactants are: [Cl:1][C:2]1[CH:3]=[C:4]([C:10]2[CH:14]=[CH:13][N:12]([CH2:15][C@@H:16]([NH:18][C:19]([C:21]3[N:22]=[C:23]([C:26]([OH:28])=O)[S:24][CH:25]=3)=[O:20])[CH3:17])[N:11]=2)[CH:5]=[CH:6][C:7]=1[C:8]#[N:9].Cl.[CH3:30][NH:31][CH3:32]. Given the product [Cl:1][C:2]1[CH:3]=[C:4]([C:10]2[CH:14]=[CH:13][N:12]([CH2:15][C@@H:16]([NH:18][C:19]([C:21]3[N:22]=[C:23]([C:26]([N:31]([CH3:32])[CH3:30])=[O:28])[S:24][CH:25]=3)=[O:20])[CH3:17])[N:11]=2)[CH:5]=[CH:6][C:7]=1[C:8]#[N:9], predict the reactants needed to synthesize it. (2) Given the product [CH:19]([C:22]1[CH:23]=[CH:24][C:25]([O:31][CH3:32])=[C:26]([C:2]2[CH:7]=[CH:6][C:5]([C:8]([CH3:12])=[CH:9][CH2:10][OH:11])=[CH:4][CH:3]=2)[CH:27]=1)([CH3:21])[CH3:20], predict the reactants needed to synthesize it. The reactants are: Br[C:2]1[CH:7]=[CH:6][C:5](/[C:8](/[CH3:12])=[CH:9]/[CH2:10][OH:11])=[CH:4][CH:3]=1.C(=O)([O-])[O-].[Na+].[Na+].[CH:19]([C:22]1[CH:23]=[CH:24][C:25]([O:31][CH3:32])=[C:26](B(O)O)[CH:27]=1)([CH3:21])[CH3:20]. (3) Given the product [CH3:1][O:2][CH2:3][CH2:4][O:5][CH:6]1[CH2:15][CH2:14][C:9](=[O:10])[CH2:8][CH2:7]1, predict the reactants needed to synthesize it. The reactants are: [CH3:1][O:2][CH2:3][CH2:4][O:5][CH:6]1[CH2:15][CH2:14][C:9]2(OCC[O:10]2)[CH2:8][CH2:7]1.Cl. (4) Given the product [Cl:31][C:32]1[CH:37]=[C:36]([C:2]2[CH:3]=[C:4]3[C:9](=[CH:10][CH:11]=2)[N:8]=[CH:7][C:6]([C:12]([CH:14]2[CH2:16][CH2:15]2)=[O:13])=[C:5]3[NH:17][C:18]2[CH:23]=[CH:22][CH:21]=[C:20]([CH2:24][CH2:25][N:26]3[CH2:27][CH2:28][CH2:29][CH2:30]3)[CH:19]=2)[CH:35]=[C:34]([F:47])[C:33]=1[OH:48], predict the reactants needed to synthesize it. The reactants are: Br[C:2]1[CH:3]=[C:4]2[C:9](=[CH:10][CH:11]=1)[N:8]=[CH:7][C:6]([C:12]([CH:14]1[CH2:16][CH2:15]1)=[O:13])=[C:5]2[NH:17][C:18]1[CH:23]=[CH:22][CH:21]=[C:20]([CH2:24][CH2:25][N:26]2[CH2:30][CH2:29][CH2:28][CH2:27]2)[CH:19]=1.[Cl:31][C:32]1[CH:37]=[C:36](B2OC(C)(C)C(C)(C)O2)[CH:35]=[C:34]([F:47])[C:33]=1[OH:48]. (5) Given the product [CH:1]1([NH:7][CH:8]2[CH2:13][CH2:12][CH2:11][CH2:10][CH2:9]2)[CH2:6][CH2:5][CH:4]=[CH:3][CH2:2]1.[CH:1]1([N:7]([CH:8]2[CH2:13][CH2:12][CH2:11][CH2:10][CH2:9]2)[C:15]([NH:27][C:28]2[S:29][CH:30]=[CH:31][N:32]=2)=[O:16])[CH2:6][CH2:5][CH:4]=[CH:3][CH2:2]1, predict the reactants needed to synthesize it. The reactants are: [CH:1]1([NH2:7])[CH2:6][CH2:5][CH:4]=[CH:3][CH2:2]1.[C:8]1(=O)[CH2:13][CH2:12][CH2:11][CH2:10][CH2:9]1.[C:15](C1NC=CN=1)(C1NC=CN=1)=[O:16].[NH2:27][C:28]1[S:29][CH:30]=[CH:31][N:32]=1. (6) Given the product [Cl:1][C:2]1[CH:3]=[CH:4][C:5]([CH2:11][O:12][C:13]2[CH:18]=[CH:17][C:16]([CH3:19])=[CH:15][CH:14]=2)=[C:6]([CH:10]=1)[C:7]([NH:21][C@H:22]([C:24]1[CH:33]=[CH:32][C:27]([C:28]([O:30][CH3:31])=[O:29])=[CH:26][CH:25]=1)[CH3:23])=[O:9], predict the reactants needed to synthesize it. The reactants are: [Cl:1][C:2]1[CH:3]=[CH:4][C:5]([CH2:11][O:12][C:13]2[CH:18]=[CH:17][C:16]([CH3:19])=[CH:15][CH:14]=2)=[C:6]([CH:10]=1)[C:7]([OH:9])=O.Cl.[NH2:21][C@H:22]([C:24]1[CH:33]=[CH:32][C:27]([C:28]([O:30][CH3:31])=[O:29])=[CH:26][CH:25]=1)[CH3:23]. (7) Given the product [C:37]1([C:29]2([C:31]3[CH:32]=[CH:33][CH:34]=[CH:35][CH:36]=3)[C:28]([C:43]3[CH:44]=[CH:45][CH:46]=[CH:47][CH:48]=3)([C:49]3[CH:54]=[CH:53][CH:52]=[CH:51][CH:50]=3)[O:27][P:26]([O:19][C:6]3[C:7]([C:15]([CH3:18])([CH3:17])[CH3:16])=[CH:8][C:9]([C:11]([CH3:14])([CH3:13])[CH3:12])=[CH:10][C:5]=3[C:1]([CH3:4])([CH3:3])[CH3:2])[O:30]2)[CH:42]=[CH:41][CH:40]=[CH:39][CH:38]=1, predict the reactants needed to synthesize it. The reactants are: [C:1]([C:5]1[CH:10]=[C:9]([C:11]([CH3:14])([CH3:13])[CH3:12])[CH:8]=[C:7]([C:15]([CH3:18])([CH3:17])[CH3:16])[C:6]=1[OH:19])([CH3:4])([CH3:3])[CH3:2].[Li]CCCC.Cl[P:26]1[O:30][C:29]([C:37]2[CH:42]=[CH:41][CH:40]=[CH:39][CH:38]=2)([C:31]2[CH:36]=[CH:35][CH:34]=[CH:33][CH:32]=2)[C:28]([C:49]2[CH:54]=[CH:53][CH:52]=[CH:51][CH:50]=2)([C:43]2[CH:48]=[CH:47][CH:46]=[CH:45][CH:44]=2)[O:27]1.